Dataset: Full USPTO retrosynthesis dataset with 1.9M reactions from patents (1976-2016). Task: Predict the reactants needed to synthesize the given product. (1) Given the product [CH2:11]([N:12]1[C:16]([C:9](=[O:1])[CH3:10])=[CH:15][N:14]=[C:13]1[CH3:35])[CH3:36], predict the reactants needed to synthesize it. The reactants are: [O:1]([CH2:9][CH3:10])S(C(F)(F)F)(=O)=O.[CH3:11][N:12]1[C:16](C2C=CN=C(NC3C=CC(NS(C)(=O)=O)=CC=3)N=2)=[CH:15][N:14]=[C:13]1[CH3:35].[CH2:36](Cl)Cl. (2) Given the product [CH:16]1([CH2:15][O:14][CH:11]2[CH2:12][CH2:13][NH:8][CH2:9][CH2:10]2)[CH2:17][CH2:18]1, predict the reactants needed to synthesize it. The reactants are: C(OC([N:8]1[CH2:13][CH2:12][CH:11]([O:14][CH2:15][CH:16]2[CH2:18][CH2:17]2)[CH2:10][CH2:9]1)=O)(C)(C)C.C(O)(C(F)(F)F)=O. (3) Given the product [F:24][C:19]1[CH:20]=[CH:21][CH:22]=[CH:23][C:18]=1[CH:15]1[CH2:16][CH2:17][N:12]([C:6]2[C:7]([C:8]([F:11])([F:10])[F:9])=[C:2]([NH:31][NH2:32])[N:3]=[N:4][CH:5]=2)[CH2:13][CH2:14]1, predict the reactants needed to synthesize it. The reactants are: Cl[C:2]1[N:3]=[N:4][CH:5]=[C:6]([N:12]2[CH2:17][CH2:16][CH:15]([C:18]3[CH:23]=[CH:22][CH:21]=[CH:20][C:19]=3[F:24])[CH2:14][CH2:13]2)[C:7]=1[C:8]([F:11])([F:10])[F:9].C(=O)([O-])[O-].[K+].[K+].[NH2:31][NH2:32]. (4) Given the product [C:20]1([C:24]2[CH:25]=[CH:26][CH:27]=[CH:28][CH:29]=2)[CH:21]=[CH:22][CH:23]=[C:18]([NH:17][CH2:1][CH2:4][C:5]2[N:6]=[C:7]([S:10][C:11]([CH3:16])([CH3:15])[C:12]([OH:14])=[O:13])[S:8][CH:9]=2)[CH:19]=1, predict the reactants needed to synthesize it. The reactants are: [C:1]([CH2:4][C:5]1[N:6]=[C:7]([S:10][C:11]([CH3:16])([CH3:15])[C:12]([OH:14])=[O:13])[S:8][CH:9]=1)(O)=O.[NH2:17][C:18]1[CH:19]=[C:20]([C:24]2[CH:29]=[CH:28][CH:27]=[CH:26][CH:25]=2)[CH:21]=[CH:22][CH:23]=1.FC(F)(F)C(O)=O. (5) Given the product [C:13]([O:12][CH2:1][CH2:2][CH2:3][CH2:4][CH:5]=[CH:6][CH2:7][CH2:8][CH2:9][CH3:10])(=[O:23])[CH3:14], predict the reactants needed to synthesize it. The reactants are: [C:1]([OH:12])(=O)[CH2:2][CH2:3][CH2:4][CH:5]=[CH:6][CH2:7][CH2:8][CH2:9][CH3:10].[C:13]([O-])(=[O:23])[CH2:14]CCC=CCCCC. (6) Given the product [CH3:13][C:11]1[C:10]([N+:14]([O-:16])=[O:15])=[CH:9][N:8]=[C:7]([O:5][C:2]2([CH3:1])[CH2:4][CH2:3]2)[CH:12]=1, predict the reactants needed to synthesize it. The reactants are: [CH3:1][C:2]1([OH:5])[CH2:4][CH2:3]1.Cl[C:7]1[CH:12]=[C:11]([CH3:13])[C:10]([N+:14]([O-:16])=[O:15])=[CH:9][N:8]=1.C([O-])([O-])=O.[Cs+].[Cs+].C1C=CC(P(C2C(C3C(P(C4C=CC=CC=4)C4C=CC=CC=4)=CC=C4C=3C=CC=C4)=C3C(C=CC=C3)=CC=2)C2C=CC=CC=2)=CC=1.